This data is from Forward reaction prediction with 1.9M reactions from USPTO patents (1976-2016). The task is: Predict the product of the given reaction. (1) The product is: [CH:28]1[C:29]2[CH:30]([CH2:32][O:33][C:34]([N:36]3[CH2:40][CH2:39][C@H:38]4[N:41]([S:7]([C:1]5[CH:6]=[CH:5][CH:4]=[CH:3][CH:2]=5)(=[O:9])=[O:8])[CH2:42][C@H:43]([OH:44])[C@@H:37]34)=[O:35])[C:31]3[C:23](=[CH:22][CH:21]=[CH:20][CH:19]=3)[C:24]=2[CH:25]=[CH:26][CH:27]=1. Given the reactants [C:1]1([S:7](Cl)(=[O:9])=[O:8])[CH:6]=[CH:5][CH:4]=[CH:3][CH:2]=1.C(N(CC)CC)C.Cl.[CH:19]1[C:31]2[CH:30]([CH2:32][O:33][C:34]([N:36]3[CH2:40][CH2:39][C@H:38]4[NH:41][CH2:42][C@H:43]([OH:44])[C@@H:37]34)=[O:35])[C:29]3[C:24](=[CH:25][CH:26]=[CH:27][CH:28]=3)[C:23]=2[CH:22]=[CH:21][CH:20]=1, predict the reaction product. (2) Given the reactants Br[C:2]1[CH:3]=[CH:4][C:5]2[C:6](=[O:22])[N:7]([C:16]3[CH:21]=[CH:20][CH:19]=[CH:18][CH:17]=3)[C:8](=[O:15])[C:9]3[C:14]=2[C:13]=1[CH:12]=[CH:11][CH:10]=3.[OH-].[Na+].[CH2:25]([OH:29])[CH2:26][CH2:27][OH:28], predict the reaction product. The product is: [OH:28][CH2:27][CH2:26][CH2:25][O:29][C:2]1[CH:3]=[CH:4][C:5]2[C:6](=[O:22])[N:7]([C:16]3[CH:21]=[CH:20][CH:19]=[CH:18][CH:17]=3)[C:8](=[O:15])[C:9]3[C:14]=2[C:13]=1[CH:12]=[CH:11][CH:10]=3. (3) Given the reactants CS(O[CH2:6][CH2:7][C:8]1[CH:13]=[CH:12][C:11]([O:14][CH3:15])=[CH:10][C:9]=1[F:16])(=O)=O.C1(S(O)(=O)=O)C=CC=CC=1.[CH3:27][C@@H:28]1[CH2:32][CH2:31][CH2:30][NH:29]1.C(=O)([O-])[O-].[K+].[K+], predict the reaction product. The product is: [F:16][C:9]1[CH:10]=[C:11]([O:14][CH3:15])[CH:12]=[CH:13][C:8]=1[CH2:7][CH2:6][N:29]1[CH2:30][CH2:31][CH2:32][C@H:28]1[CH3:27]. (4) Given the reactants Br[C:2]1[CH:3]=[C:4]([C:8]2[C:16]3[C:15]([OH:17])=[C:14]([C:18]#[N:19])[C:13](=[O:20])[NH:12][C:11]=3[S:10][CH:9]=2)[CH:5]=[CH:6][CH:7]=1.C(NCC)C.C1(P(C2C=CC=CC=2)C2C=CC=CC=2)C=CC=CC=1.[C:45]([OH:53])(=[O:52])[CH2:46][CH2:47][CH2:48][CH2:49][C:50]#[CH:51], predict the reaction product. The product is: [C:18]([C:14]1[C:13](=[O:20])[NH:12][C:11]2[S:10][CH:9]=[C:8]([C:4]3[CH:3]=[C:2]([C:51]#[C:50][CH2:49][CH2:48][CH2:47][CH2:46][C:45]([OH:53])=[O:52])[CH:7]=[CH:6][CH:5]=3)[C:16]=2[C:15]=1[OH:17])#[N:19].